This data is from Catalyst prediction with 721,799 reactions and 888 catalyst types from USPTO. The task is: Predict which catalyst facilitates the given reaction. (1) Reactant: [CH3:1][O:2][C:3](=[O:15])[C:4]1[CH:9]=[C:8]([S:10](=[O:13])(=[O:12])[NH2:11])[CH:7]=[CH:6][C:5]=1[OH:14].[CH3:16][O:17][C:18]1[CH:25]=[CH:24][C:21]([CH2:22]O)=[CH:20][CH:19]=1.C1(P(C2C=CC=CC=2)C2C=CC=CC=2)C=CC=CC=1.N(C(OC(C)(C)C)=O)=NC(OC(C)(C)C)=O. Product: [CH3:1][O:2][C:3](=[O:15])[C:4]1[CH:9]=[C:8]([S:10](=[O:13])(=[O:12])[NH2:11])[CH:7]=[CH:6][C:5]=1[O:14][CH2:22][C:21]1[CH:24]=[CH:25][C:18]([O:17][CH3:16])=[CH:19][CH:20]=1. The catalyst class is: 1. (2) Reactant: [Cl:1][C:2]1[CH:7]=[CH:6][C:5]([C:8]2[CH2:13][S:12][C:11](=[O:14])[N:10]([CH2:15][C:16]3[CH:21]=[CH:20][CH:19]=[C:18]([N+:22]([O-])=O)[CH:17]=3)[N:9]=2)=[CH:4][CH:3]=1.[H][H]. Product: [NH2:22][C:18]1[CH:17]=[C:16]([CH:21]=[CH:20][CH:19]=1)[CH2:15][N:10]1[N:9]=[C:8]([C:5]2[CH:4]=[CH:3][C:2]([Cl:1])=[CH:7][CH:6]=2)[CH2:13][S:12][C:11]1=[O:14]. The catalyst class is: 446.